Dataset: Retrosynthesis with 50K atom-mapped reactions and 10 reaction types from USPTO. Task: Predict the reactants needed to synthesize the given product. Given the product Cc1oc(-c2ccccc2)cc1C(Oc1ccc(C(=O)O)cc1)C1CCOCC1, predict the reactants needed to synthesize it. The reactants are: COC(=O)c1ccc(OC(c2cc(-c3ccccc3)oc2C)C2CCOCC2)cc1.